From a dataset of Reaction yield outcomes from USPTO patents with 853,638 reactions. Predict the reaction yield, written as a fraction of the theoretical maximum amount of product (1.0 means a 100% yield; for example, 0.34 means a 34% yield). (1) The reactants are [NH2:1][C@@H:2]([CH2:34][C:35]1[CH:40]=[CH:39][CH:38]=[CH:37][CH:36]=1)[C@@H:3]([OH:33])[CH2:4][C@@H:5]([NH:20][C:21]([C@@H:23]([NH:28][C:29](=[O:32])[O:30][CH3:31])[C:24]([CH3:27])([CH3:26])[CH3:25])=[O:22])[CH2:6][C:7]1[CH:12]=[CH:11][C:10]([C:13]2[CH:18]=[CH:17][C:16]([CH3:19])=[CH:15][N:14]=2)=[CH:9][CH:8]=1.[CH2:41]([N:48]1[CH2:52][CH2:51][N:50]([C@@H:53]([C:57]([CH3:60])([CH3:59])[CH3:58])[C:54](O)=[O:55])[C:49]1=[O:61])[C:42]1[CH:47]=[CH:46][CH:45]=[CH:44][CH:43]=1.CCOP(ON1N=NC2C=CC=CC=2C1=O)(OCC)=O.C(N(CC)C(C)C)(C)C. The catalyst is C1COCC1. The product is [CH2:41]([N:48]1[CH2:52][CH2:51][N:50]([C@@H:53]([C:57]([CH3:59])([CH3:58])[CH3:60])[C:54]([NH:1][C@@H:2]([CH2:34][C:35]2[CH:36]=[CH:37][CH:38]=[CH:39][CH:40]=2)[C@@H:3]([OH:33])[CH2:4][C@@H:5]([NH:20][C:21]([C@@H:23]([NH:28][C:29](=[O:32])[O:30][CH3:31])[C:24]([CH3:27])([CH3:26])[CH3:25])=[O:22])[CH2:6][C:7]2[CH:12]=[CH:11][C:10]([C:13]3[CH:18]=[CH:17][C:16]([CH3:19])=[CH:15][N:14]=3)=[CH:9][CH:8]=2)=[O:55])[C:49]1=[O:61])[C:42]1[CH:43]=[CH:44][CH:45]=[CH:46][CH:47]=1. The yield is 0.480. (2) The reactants are [NH2:1][CH2:2][N:3]1[CH2:7][CH:6]([CH2:8][CH2:9][CH3:10])[CH2:5][C:4]1=[O:11].Cl[C:13]1[C:18]([N+:19]([O-:21])=[O:20])=[CH:17][CH:16]=[CH:15][N:14]=1.C(N(CC)CC)C. The catalyst is O1CCOCC1. The product is [N+:19]([C:18]1[C:13]([NH:1][CH2:2][N:3]2[CH2:7][CH:6]([CH2:8][CH2:9][CH3:10])[CH2:5][C:4]2=[O:11])=[N:14][CH:15]=[CH:16][CH:17]=1)([O-:21])=[O:20]. The yield is 0.530. (3) The reactants are [NH:1]1[C:9]2[C:4](=[CH:5][CH:6]=[C:7]([CH:10]=[O:11])[CH:8]=2)[CH:3]=[CH:2]1.[CH2:12](Br)[C:13]1[CH:18]=[CH:17][CH:16]=[CH:15][CH:14]=1. No catalyst specified. The product is [CH2:12]([N:1]1[C:9]2[C:4](=[CH:5][CH:6]=[C:7]([CH:10]=[O:11])[CH:8]=2)[CH:3]=[CH:2]1)[C:13]1[CH:18]=[CH:17][CH:16]=[CH:15][CH:14]=1. The yield is 0.770. (4) The reactants are [Br:1][C:2]1[CH:3]=[C:4]([C:8]([OH:10])=[O:9])[O:5][C:6]=1[Br:7].S(=O)(=O)(O)O.[CH3:16]O. No catalyst specified. The product is [Br:1][C:2]1[CH:3]=[C:4]([C:8]([O:10][CH3:16])=[O:9])[O:5][C:6]=1[Br:7]. The yield is 0.920.